From a dataset of Reaction yield outcomes from USPTO patents with 853,638 reactions. Predict the reaction yield, written as a fraction of the theoretical maximum amount of product (1.0 means a 100% yield; for example, 0.34 means a 34% yield). The reactants are [Cl:1][C:2]1[CH:23]=[CH:22][C:5]([CH:6]([N:13]2[CH2:18][CH2:17][N:16]([CH2:19][CH2:20][NH2:21])[CH2:15][CH2:14]2)[C:7]2[CH:12]=[CH:11][CH:10]=[CH:9][CH:8]=2)=[CH:4][CH:3]=1.[CH:24]1([C:30]2[CH:35]=[CH:34][C:33]([C:36]3[N:40]([C:41]4[CH:46]=[CH:45][CH:44]=[CH:43][CH:42]=4)[N:39]=[C:38]([CH:47]=O)[CH:37]=3)=[CH:32][CH:31]=2)[CH2:29][CH2:28][CH2:27][CH2:26][CH2:25]1. No catalyst specified. The product is [Cl:1][C:2]1[CH:3]=[CH:4][C:5]([CH:6]([N:13]2[CH2:14][CH2:15][N:16]([CH2:19][CH2:20][NH:21][CH2:47][C:38]3[CH:37]=[C:36]([C:33]4[CH:34]=[CH:35][C:30]([CH:24]5[CH2:25][CH2:26][CH2:27][CH2:28][CH2:29]5)=[CH:31][CH:32]=4)[N:40]([C:41]4[CH:42]=[CH:43][CH:44]=[CH:45][CH:46]=4)[N:39]=3)[CH2:17][CH2:18]2)[C:7]2[CH:8]=[CH:9][CH:10]=[CH:11][CH:12]=2)=[CH:22][CH:23]=1. The yield is 0.310.